Dataset: Reaction yield outcomes from USPTO patents with 853,638 reactions. Task: Predict the reaction yield, written as a fraction of the theoretical maximum amount of product (1.0 means a 100% yield; for example, 0.34 means a 34% yield). (1) The reactants are C(C1C(=O)C(Cl)=C(Cl)C(=O)C=1C#N)#N.[F:15][C:16]1[CH:17]=[C:18]2[C:23](=[CH:24][CH:25]=1)[NH:22][C:21](=[O:26])[CH2:20][CH2:19]2. The catalyst is O1CCOCC1. The product is [F:15][C:16]1[CH:17]=[C:18]2[C:23](=[CH:24][CH:25]=1)[NH:22][C:21](=[O:26])[CH:20]=[CH:19]2. The yield is 0.310. (2) The reactants are Br[C:2]1[C:11]2[C:6](=[CH:7][CH:8]=[C:9]([F:12])[CH:10]=2)[C:5](=[O:13])[N:4]([CH3:14])[CH:3]=1.[CH:15]1([CH2:18][O:19][C:20]2[CH:25]=[CH:24][C:23]([S:26]([CH2:29][CH3:30])(=[O:28])=[O:27])=[CH:22][C:21]=2B2OC(C)(C)C(C)(C)O2)[CH2:17][CH2:16]1.[O-]P([O-])([O-])=O.[K+].[K+].[K+]. The catalyst is O1CCOCC1.O.C1C=CC(P(C2C=CC=CC=2)[C-]2C=CC=C2)=CC=1.C1C=CC(P(C2C=CC=CC=2)[C-]2C=CC=C2)=CC=1.Cl[Pd]Cl.[Fe+2]. The product is [CH:15]1([CH2:18][O:19][C:20]2[CH:25]=[CH:24][C:23]([S:26]([CH2:29][CH3:30])(=[O:28])=[O:27])=[CH:22][C:21]=2[C:2]2[C:11]3[C:6](=[CH:7][CH:8]=[C:9]([F:12])[CH:10]=3)[C:5](=[O:13])[N:4]([CH3:14])[CH:3]=2)[CH2:16][CH2:17]1. The yield is 0.160.